Dataset: TCR-epitope binding with 47,182 pairs between 192 epitopes and 23,139 TCRs. Task: Binary Classification. Given a T-cell receptor sequence (or CDR3 region) and an epitope sequence, predict whether binding occurs between them. The epitope is KLNVGDYFV. The TCR CDR3 sequence is CASSEPLGTGGTVFNQPQHF. Result: 1 (the TCR binds to the epitope).